Dataset: Full USPTO retrosynthesis dataset with 1.9M reactions from patents (1976-2016). Task: Predict the reactants needed to synthesize the given product. Given the product [C:1]([C:3]1[CH:4]=[C:5]([CH:28]=[CH:29][CH:30]=1)[O:6][C:7]1[N:12]=[C:11]([O:13][C:14]2[CH:15]=[C:16]([CH2:20][CH2:21][C:22]([O:24][CH3:35])=[O:23])[CH:17]=[CH:18][CH:19]=2)[C:10]([F:25])=[C:9]([CH3:26])[C:8]=1[F:27])#[N:2], predict the reactants needed to synthesize it. The reactants are: [C:1]([C:3]1[CH:4]=[C:5]([CH:28]=[CH:29][CH:30]=1)[O:6][C:7]1[N:12]=[C:11]([O:13][C:14]2[CH:15]=[C:16]([CH2:20][CH2:21][C:22]([OH:24])=[O:23])[CH:17]=[CH:18][CH:19]=2)[C:10]([F:25])=[C:9]([CH3:26])[C:8]=1[F:27])#[N:2].CI.N1(C2CCCCCCCCCC2)CCCCCCCC[CH2:35]N1.